From a dataset of Catalyst prediction with 721,799 reactions and 888 catalyst types from USPTO. Predict which catalyst facilitates the given reaction. (1) Product: [CH3:16][C:15](=[CH2:14])[CH2:17][O:1][C:2]1[CH:3]=[C:4]2[C:9](=[CH:10][CH:11]=1)[NH:8][C:7](=[O:12])[CH2:6][CH2:5]2. Reactant: [OH:1][C:2]1[CH:3]=[C:4]2[C:9](=[CH:10][CH:11]=1)[NH:8][C:7](=[O:12])[CH2:6][CH2:5]2.Cl[CH2:14][C:15]([CH3:17])=[CH2:16].C([O-])([O-])=O.[K+].[K+].[Na+].[I-]. The catalyst class is: 18. (2) Reactant: [Br:1][C:2]1[CH:7]=[N:6][C:5]([C:8]#[C:9][CH2:10][CH2:11][N:12]2[CH:16]=[CH:15][N:14]=[N:13]2)=[CH:4][N:3]=1.O. Product: [Br:1][C:2]1[CH:7]=[N:6][C:5]([CH2:8][CH2:9][CH2:10][CH2:11][N:12]2[CH:16]=[CH:15][N:14]=[N:13]2)=[CH:4][N:3]=1. The catalyst class is: 603.